This data is from Full USPTO retrosynthesis dataset with 1.9M reactions from patents (1976-2016). The task is: Predict the reactants needed to synthesize the given product. (1) Given the product [CH3:23][O:24][C:25](=[O:45])[CH:26]([NH:44][C:49](=[O:50])[C:48]1[C:52]([F:56])=[CH:53][CH:54]=[CH:55][C:47]=1[Cl:46])[CH2:27]/[CH:28]=[CH:29]/[C:30]1[CH:31]=[CH:32][C:33]([N:36]([CH3:43])[C:37]2[N:42]=[CH:41][CH:40]=[CH:39][N:38]=2)=[CH:34][CH:35]=1, predict the reactants needed to synthesize it. The reactants are: CCN=C=NCCCN(C)C.Cl.C1C=CC2N(O)N=NC=2C=1.[CH3:23][O:24][C:25](=[O:45])[CH:26]([NH2:44])[CH2:27][CH:28]=[CH:29][C:30]1[CH:35]=[CH:34][C:33]([N:36]([CH3:43])[C:37]2[N:42]=[CH:41][CH:40]=[CH:39][N:38]=2)=[CH:32][CH:31]=1.[Cl:46][C:47]1[CH:55]=[CH:54][CH:53]=[C:52]([F:56])[C:48]=1[C:49](O)=[O:50].Cl. (2) Given the product [Br:26][C:3]1[N:4]2[N:5]=[CH:6][C:7]([C:10]3[CH:15]=[CH:14][N:13]([CH2:16][CH2:17][CH2:18][N:19]4[CH2:20][CH2:21][CH2:22][CH2:23][CH2:24]4)[C:12](=[O:25])[CH:11]=3)=[CH:8][C:9]2=[N:1][CH:2]=1, predict the reactants needed to synthesize it. The reactants are: [N:1]1[CH:2]=[CH:3][N:4]2[C:9]=1[CH:8]=[C:7]([C:10]1[CH:15]=[CH:14][N:13]([CH2:16][CH2:17][CH2:18][N:19]3[CH2:24][CH2:23][CH2:22][CH2:21][CH2:20]3)[C:12](=[O:25])[CH:11]=1)[CH:6]=[N:5]2.[Br:26]N1C(=O)CCC1=O. (3) Given the product [C:1]([O:5][C:6]([N:8]([CH2:28][O:29][CH2:30][CH2:31][Si:32]([CH3:34])([CH3:35])[CH3:33])[C:9]1[S:10][C@:11]2([C:24]([O:26][CH3:27])=[O:25])[C@H:12]([C@:13]([C:16]3[CH:21]=[CH:20][CH:19]=[C:18]([F:22])[C:17]=3[F:23])([CH3:15])[N:14]=1)[CH2:36]2)=[O:7])([CH3:4])([CH3:3])[CH3:2], predict the reactants needed to synthesize it. The reactants are: [C:1]([O:5][C:6]([N:8]([CH2:28][O:29][CH2:30][CH2:31][Si:32]([CH3:35])([CH3:34])[CH3:33])[C:9]1[S:10][C:11]([C:24]([O:26][CH3:27])=[O:25])=[CH:12][C@:13]([C:16]2[CH:21]=[CH:20][CH:19]=[C:18]([F:22])[C:17]=2[F:23])([CH3:15])[N:14]=1)=[O:7])([CH3:4])([CH3:3])[CH3:2].[CH3:36]S(C)(=O)=C. (4) Given the product [Cl:1][C:2]1[CH:3]=[C:4]2[C:9](=[CH:10][CH:11]=1)[NH:8][CH:7]([C:12]1[CH:13]=[C:14]([NH2:18])[CH:15]=[CH:16][CH:17]=1)[CH2:6][C:5]2([CH3:22])[CH3:21], predict the reactants needed to synthesize it. The reactants are: [Cl:1][C:2]1[CH:3]=[C:4]2[C:9](=[CH:10][CH:11]=1)[NH:8][CH:7]([C:12]1[CH:17]=[CH:16][CH:15]=[C:14]([N+:18]([O-])=O)[CH:13]=1)[CH2:6][C:5]2([CH3:22])[CH3:21]. (5) Given the product [N+:13]([CH:16]=[CH:11][C:10]1[C:5]2[O:4][CH2:3][CH2:2][O:1][C:6]=2[CH:7]=[CH:8][CH:9]=1)([O-:15])=[O:14], predict the reactants needed to synthesize it. The reactants are: [O:1]1[C:6]2[CH:7]=[CH:8][CH:9]=[C:10]([CH:11]=O)[C:5]=2[O:4][CH2:3][CH2:2]1.[N+:13]([CH3:16])([O-:15])=[O:14].